This data is from Full USPTO retrosynthesis dataset with 1.9M reactions from patents (1976-2016). The task is: Predict the reactants needed to synthesize the given product. (1) Given the product [Br:1][CH2:2][CH2:3][CH2:4][C:5]#[C:6][C:7]1[CH:8]=[CH:9][C:10]([NH:11][C:27]([NH:40][CH2:41][C:42]2[C:43]([NH:55][CH:56]3[CH2:57][CH2:58][O:59][CH2:60][CH2:61]3)=[C:44]3[CH:52]=[N:51][N:50]([CH2:53][CH3:54])[C:45]3=[N:46][C:47]=2[CH2:48][CH3:49])=[O:29])=[CH:12][CH:13]=1, predict the reactants needed to synthesize it. The reactants are: [Br:1][CH2:2][CH2:3][CH2:4][C:5]#[C:6][C:7]1[CH:13]=[CH:12][C:10]([NH2:11])=[CH:9][CH:8]=1.CS(O)(=O)=O.C(N(CC)CC)C.Cl[C:27](Cl)([O:29]C(=O)OC(Cl)(Cl)Cl)Cl.Cl.Cl.[NH2:40][CH2:41][C:42]1[C:47]([CH2:48][CH3:49])=[N:46][C:45]2[N:50]([CH2:53][CH3:54])[N:51]=[CH:52][C:44]=2[C:43]=1[NH:55][CH:56]1[CH2:61][CH2:60][O:59][CH2:58][CH2:57]1. (2) Given the product [C:2]([N+:6]([O-:7])=[CH:12][C:11]1[CH:14]=[CH:15][C:16]([C:18]([F:19])([F:21])[F:20])=[CH:17][C:10]=1[S:9][CH3:8])([CH3:5])([CH3:4])[CH3:3], predict the reactants needed to synthesize it. The reactants are: Cl.[C:2]([NH:6][OH:7])([CH3:5])([CH3:4])[CH3:3].[CH3:8][S:9][C:10]1[CH:17]=[C:16]([C:18]([F:21])([F:20])[F:19])[CH:15]=[CH:14][C:11]=1[CH:12]=O. (3) The reactants are: Br[C:2]1[CH:3]=[C:4]([NH:8][CH2:9][CH2:10][NH:11][C:12](=[O:18])[O:13][C:14]([CH3:17])([CH3:16])[CH3:15])[CH:5]=[CH:6][CH:7]=1.[B:19]1([B:19]2[O:23][C:22]([CH3:25])([CH3:24])[C:21]([CH3:27])([CH3:26])[O:20]2)[O:23][C:22]([CH3:25])([CH3:24])[C:21]([CH3:27])([CH3:26])[O:20]1.C(=O)([O-])[O-].[Cs+].[Cs+]. Given the product [CH3:26][C:21]1([CH3:27])[C:22]([CH3:25])([CH3:24])[O:23][B:19]([C:2]2[CH:3]=[C:4]([NH:8][CH2:9][CH2:10][NH:11][C:12](=[O:18])[O:13][C:14]([CH3:17])([CH3:16])[CH3:15])[CH:5]=[CH:6][CH:7]=2)[O:20]1, predict the reactants needed to synthesize it. (4) The reactants are: F[C:2]1[N:7]=[C:6]([C:8]2[C:16]3[C:11](=[CH:12][N:13]=[C:14]([C:17]4[CH:18]=[N:19][N:20]([CH3:22])[CH:21]=4)[CH:15]=3)[N:10]([CH:23]3[CH2:28][CH2:27][CH2:26][CH2:25][O:24]3)[N:9]=2)[CH:5]=[CH:4][CH:3]=1.[C:29]([NH:36][C@@H:37]1[CH2:41][CH2:40][NH:39][CH2:38]1)([O:31][C:32]([CH3:35])([CH3:34])[CH3:33])=[O:30].CN1C=C(C2C=C3C(C4N=C(N5CC[C@@H](NC(=O)OCCCC)C5)C=CC=4)=NN(C4CCCCO4)C3=CN=2)C=N1. Given the product [CH3:22][N:20]1[CH:21]=[C:17]([C:14]2[CH:15]=[C:16]3[C:8]([C:6]4[N:7]=[C:2]([N:39]5[CH2:40][CH2:41][C@@H:37]([NH:36][C:29](=[O:30])[O:31][C:32]([CH3:34])([CH3:33])[CH3:35])[CH2:38]5)[CH:3]=[CH:4][CH:5]=4)=[N:9][N:10]([CH:23]4[CH2:28][CH2:27][CH2:26][CH2:25][O:24]4)[C:11]3=[CH:12][N:13]=2)[CH:18]=[N:19]1, predict the reactants needed to synthesize it. (5) Given the product [F:10][C:5]1[CH:4]=[CH:3][C:2]([NH:21][CH2:20][CH2:19][C:16]2[CH:15]=[CH:14][C:13]([C:12]([F:23])([F:11])[F:22])=[CH:18][N:17]=2)=[CH:7][C:6]=1[CH2:8][OH:9], predict the reactants needed to synthesize it. The reactants are: Br[C:2]1[CH:3]=[CH:4][C:5]([F:10])=[C:6]([CH2:8][OH:9])[CH:7]=1.[F:11][C:12]([F:23])([F:22])[C:13]1[CH:14]=[CH:15][C:16]([CH2:19][CH2:20][NH2:21])=[N:17][CH:18]=1. (6) Given the product [Br:1][CH2:40][C:28]1[CH:29]([C:34]2[CH:39]=[CH:38][CH:37]=[CH:36][CH:35]=2)[O:30][C:31]2[C:26]([CH:27]=1)=[CH:25][C:24]([O:23][CH3:22])=[CH:33][CH:32]=2, predict the reactants needed to synthesize it. The reactants are: [Br:1]P(Br)(C1C=CC=CC=1)(C1C=CC=CC=1)C1C=CC=CC=1.[CH3:22][O:23][C:24]1[CH:25]=[C:26]2[C:31](=[CH:32][CH:33]=1)[O:30][CH:29]([C:34]1[CH:39]=[CH:38][CH:37]=[CH:36][CH:35]=1)[C:28]([CH2:40]O)=[CH:27]2.CCOCC.CCCCCC. (7) Given the product [NH2:1][C:4]1[CH:5]=[C:6]2[C:11](=[CH:12][CH:13]=1)[N:10]=[C:9]([C:14]([O:16][CH2:17][CH3:18])=[O:15])[CH:8]=[N:7]2, predict the reactants needed to synthesize it. The reactants are: [N+:1]([C:4]1[CH:5]=[C:6]2[C:11](=[CH:12][CH:13]=1)[N:10]=[C:9]([C:14]([O:16][CH2:17][CH3:18])=[O:15])[CH:8]=[N:7]2)([O-])=O. (8) Given the product [F:17][C:14]1[CH:15]=[CH:16][C:9]([OH:8])=[C:10]([CH:13]=1)[C:11]#[N:12], predict the reactants needed to synthesize it. The reactants are: C([O:8][C:9]1[CH:16]=[CH:15][C:14]([F:17])=[CH:13][C:10]=1[C:11]#[N:12])C1C=CC=CC=1. (9) The reactants are: [Cl:1][C:2]1[CH:3]=[C:4]([CH2:9][CH2:10][CH2:11][C:12]2[CH:17]=[CH:16][C:15]([NH2:18])=[CH:14][CH:13]=2)[CH:5]=[CH:6][C:7]=1[Cl:8].[CH3:19][O:20][C:21](=[O:34])[C:22]1[CH:27]=[C:26]([N+:28]([O-:30])=[O:29])[C:25]([O:31][CH3:32])=[CH:24][C:23]=1F.CCN(CC)CC. Given the product [CH3:19][O:20][C:21](=[O:34])[C:22]1[CH:27]=[C:26]([N+:28]([O-:30])=[O:29])[C:25]([O:31][CH3:32])=[CH:24][C:23]=1[NH:18][C:15]1[CH:14]=[CH:13][C:12]([CH2:11][CH2:10][CH2:9][C:4]2[CH:5]=[CH:6][C:7]([Cl:8])=[C:2]([Cl:1])[CH:3]=2)=[CH:17][CH:16]=1, predict the reactants needed to synthesize it.